From a dataset of Forward reaction prediction with 1.9M reactions from USPTO patents (1976-2016). Predict the product of the given reaction. Given the reactants [C:1]([C:3]1[CH:4]=C(B(O)O)C=C[CH:8]=1)#N.Br[C:13]1[CH:14]=[CH:15][C:16]([CH:19]2[CH2:21][CH2:20]2)=[N:17][CH:18]=1.Br[C:23]1[CH:28]=[CH:27][C:26](Br)=[CH:25]N=1.[Cl-].[CH:31]1([Zn+])[CH2:33][CH2:32]1.[C:35]([O-:38])(O)=[O:36].[Na+].C([O-])([O-])=[O:41].[K+].[K+], predict the reaction product. The product is: [C:3]([O:38][C:35](=[O:36])[CH2:25][C:26]([C:27]1[CH:33]=[CH:31][CH:32]=[C:23]([C:13]2[CH:18]=[N:17][C:16]([CH:19]3[CH2:21][CH2:20]3)=[CH:15][CH:14]=2)[CH:28]=1)=[O:41])([CH3:4])([CH3:8])[CH3:1].